From a dataset of Reaction yield outcomes from USPTO patents with 853,638 reactions. Predict the reaction yield, written as a fraction of the theoretical maximum amount of product (1.0 means a 100% yield; for example, 0.34 means a 34% yield). (1) The yield is 0.190. No catalyst specified. The reactants are [N:1]1[CH:6]=[CH:5][C:4]([NH:7][C:8]2[CH:13]=[CH:12][C:11](N)=[CH:10][CH:9]=2)=[CH:3][CH:2]=1.[N:15]1[CH:20]=CC=CC=1.[N+:21]([C:24]1[CH:32]=[CH:31][C:27](C(Cl)=O)=[CH:26][CH:25]=1)([O-:23])=[O:22].N.[O:34]1CCOCC1. The product is [N+:21]([C:24]1[CH:25]=[CH:26][C:27]([NH:15][C:20](=[O:34])[C:11]2[CH:12]=[CH:13][C:8]([NH:7][C:4]3[CH:5]=[CH:6][N:1]=[CH:2][CH:3]=3)=[CH:9][CH:10]=2)=[CH:31][CH:32]=1)([O-:23])=[O:22]. (2) The reactants are [Br:1][C:2]1[C:6]2[CH:7]=[C:8]([O:11][CH3:12])[CH:9]=[CH:10][C:5]=2[O:4][C:3]=1[CH:13](Cl)[CH:14]1[CH2:19][CH2:18][CH2:17][CH2:16][CH2:15]1.[NH2:21][C:22]1[CH:31]=[CH:30][C:25]([C:26]([O:28]C)=[O:27])=[CH:24][CH:23]=1.[I-].[Na+].C(=O)([O-])[O-].[Na+].[Na+].Cl.[OH-].[Na+]. The catalyst is C(O)C.O1CCCC1.CN(C)C=O. The product is [Br:1][C:2]1[C:6]2[CH:7]=[C:8]([O:11][CH3:12])[CH:9]=[CH:10][C:5]=2[O:4][C:3]=1[CH:13]([NH:21][C:22]1[CH:31]=[CH:30][C:25]([C:26]([OH:28])=[O:27])=[CH:24][CH:23]=1)[CH:14]1[CH2:19][CH2:18][CH2:17][CH2:16][CH2:15]1. The yield is 0.140. (3) The reactants are [CH:1]([C:3]1[CH:4]=[CH:5][C:6]2[CH:10]=[CH:9][S:8][C:7]=2[CH:11]=1)=[CH2:2].C12BC(CCC1)CCC2.C1C[O:24]CC1. No catalyst specified. The product is [S:8]1[CH:9]=[CH:10][C:6]2[CH:5]=[CH:4][C:3]([CH2:1][CH2:2][OH:24])=[CH:11][C:7]1=2. The yield is 0.990.